This data is from Catalyst prediction with 721,799 reactions and 888 catalyst types from USPTO. The task is: Predict which catalyst facilitates the given reaction. (1) Reactant: C[O:2][C:3]([C:5]1[CH:17]=[CH:16][C:8]2[CH:9]=[C:10]([CH2:12][N:13]([CH3:15])[CH3:14])[O:11][C:7]=2[CH:6]=1)=O.[NH2:18][NH2:19]. Product: [CH3:14][N:13]([CH2:12][C:10]1[O:11][C:7]2[CH:6]=[C:5]([C:3]([NH:18][NH2:19])=[O:2])[CH:17]=[CH:16][C:8]=2[CH:9]=1)[CH3:15]. The catalyst class is: 5. (2) Reactant: Cl[C:2]1[CH:7]=[C:6]([Cl:8])[N:5]=[CH:4][N:3]=1.Cl.Cl.[N:11]1[CH:16]=[CH:15][CH:14]=[CH:13][C:12]=1[CH2:17][C@H:18]([C:20]([O:22][CH3:23])=[O:21])[NH2:19].C(N(CC)C(C)C)(C)C. Product: [Cl:8][C:6]1[N:5]=[CH:4][N:3]=[C:2]([NH:19][C@@H:18]([C:20]([O:22][CH3:23])=[O:21])[CH2:17][C:12]2[CH:13]=[CH:14][CH:15]=[CH:16][N:11]=2)[CH:7]=1. The catalyst class is: 12. (3) Reactant: [NH:1]1[C:10]2[C:5](=[CH:6][C:7]3[CH2:15][CH2:14][NH:13][CH2:12][CH2:11][C:8]=3[CH:9]=2)[CH:4]=[CH:3][C:2]1=[O:16].NC1C=CC2CCN([C:27](=[O:32])[C:28]([F:31])([F:30])[F:29])CCC=2C=1.C(OC(OCC)CC(O)=O)C.C1(N=C=NC2CCCCC2)CCCCC1.C(=O)([O-])[O-].[K+].[K+]. Product: [F:29][C:28]([F:31])([F:30])[C:27]([OH:32])=[O:16].[NH:1]1[C:10]2[C:5](=[CH:6][C:7]3[CH2:15][CH2:14][NH:13][CH2:12][CH2:11][C:8]=3[CH:9]=2)[CH:4]=[CH:3][C:2]1=[O:16]. The catalyst class is: 4. (4) Reactant: [Cl:1][C:2]1[CH:3]=[CH:4][C:5]([NH:8][C:9](=[O:37])[C:10]([NH:12][C@H:13]2[CH2:18][CH2:17][C@H:16]([C:19]([N:21]([CH3:23])[CH3:22])=[O:20])[CH2:15][C@H:14]2[NH:24][C:25]([C:27]2[S:28][C:29]3[CH2:30][N:31]([CH3:36])[CH2:32][CH2:33][C:34]=3[N:35]=2)=[O:26])=[O:11])=[N:6][CH:7]=1.[C:38]1([CH3:48])[CH:43]=[CH:42][C:41]([S:44]([OH:47])(=[O:46])=[O:45])=[CH:40][CH:39]=1. Product: [OH2:11].[C:38]1([CH3:48])[CH:39]=[CH:40][C:41]([S:44]([OH:47])(=[O:45])=[O:46])=[CH:42][CH:43]=1.[Cl:1][C:2]1[CH:3]=[CH:4][C:5]([NH:8][C:9](=[O:37])[C:10]([NH:12][C@H:13]2[CH2:18][CH2:17][C@H:16]([C:19]([N:21]([CH3:23])[CH3:22])=[O:20])[CH2:15][C@H:14]2[NH:24][C:25]([C:27]2[S:28][C:29]3[CH2:30][N:31]([CH3:36])[CH2:32][CH2:33][C:34]=3[N:35]=2)=[O:26])=[O:11])=[N:6][CH:7]=1. The catalyst class is: 8. (5) Reactant: [CH:1]([C:3]1[CH:8]=[CH:7][C:6]([NH:9][C:10](=[O:12])[CH3:11])=[CH:5][C:4]=1[CH3:13])=O.Cl.[CH3:15][C@H:16]1[CH2:21][NH:20][CH2:19][CH2:18][N:17]1[C:22]([O:24][C:25]([CH3:28])([CH3:27])[CH3:26])=[O:23].C(N(CC)CC)C.C(O[BH-](OC(=O)C)OC(=O)C)(=O)C.[Na+].C([O-])(O)=O.[Na+]. Product: [C:10]([NH:9][C:6]1[CH:7]=[CH:8][C:3]([CH2:1][N:20]2[CH2:19][CH2:18][N:17]([C:22]([O:24][C:25]([CH3:28])([CH3:27])[CH3:26])=[O:23])[C@@H:16]([CH3:15])[CH2:21]2)=[C:4]([CH3:13])[CH:5]=1)(=[O:12])[CH3:11]. The catalyst class is: 26. (6) Reactant: C(CC[O:5][C:6]([C:8]1[CH:13]([C:14]2[CH:19]=[CH:18][CH:17]=[C:16]([Cl:20])[CH:15]=2)[C:12]([C:21](=[O:38])[NH:22][CH2:23][CH2:24][CH:25]([C:32]2[CH:37]=[CH:36][CH:35]=[CH:34][CH:33]=2)[C:26]2[CH:31]=[CH:30][CH:29]=[CH:28][CH:27]=2)=[C:11]([CH3:39])[NH:10][C:9]=1[CH3:40])=[O:7])#N.[OH-].[Na+].Cl. Product: [Cl:20][C:16]1[CH:15]=[C:14]([CH:13]2[C:12]([C:21](=[O:38])[NH:22][CH2:23][CH2:24][CH:25]([C:26]3[CH:31]=[CH:30][CH:29]=[CH:28][CH:27]=3)[C:32]3[CH:33]=[CH:34][CH:35]=[CH:36][CH:37]=3)=[C:11]([CH3:39])[NH:10][C:9]([CH3:40])=[C:8]2[C:6]([OH:7])=[O:5])[CH:19]=[CH:18][CH:17]=1. The catalyst class is: 5.